Dataset: Reaction yield outcomes from USPTO patents with 853,638 reactions. Task: Predict the reaction yield, written as a fraction of the theoretical maximum amount of product (1.0 means a 100% yield; for example, 0.34 means a 34% yield). (1) The reactants are [CH3:1][O:2][C:3]1[CH:19]=[CH:18][C:6]([CH2:7][N:8]2[CH2:13][CH2:12][CH2:11][CH:10]([C:14](=O)[CH2:15][CH3:16])[CH2:9]2)=[CH:5][CH:4]=1.[OH-].[K+].O.NN.[NH4+].[Cl-]. The catalyst is C(O)COCCO. The product is [CH3:1][O:2][C:3]1[CH:4]=[CH:5][C:6]([CH2:7][N:8]2[CH2:13][CH2:12][CH2:11][CH:10]([CH2:14][CH2:15][CH3:16])[CH2:9]2)=[CH:18][CH:19]=1. The yield is 0.400. (2) The reactants are [Br:1][C:2]1[CH:7]=[CH:6][C:5]([C:8]2[O:9][C:10]([CH2:16][OH:17])=[C:11]([CH:13]([CH3:15])[CH3:14])[N:12]=2)=[CH:4][CH:3]=1. The catalyst is C(Cl)Cl. The product is [Br:1][C:2]1[CH:3]=[CH:4][C:5]([C:8]2[O:9][C:10]([CH:16]=[O:17])=[C:11]([CH:13]([CH3:15])[CH3:14])[N:12]=2)=[CH:6][CH:7]=1. The yield is 0.810. (3) The reactants are [Cl:1][C:2]1[CH:7]=[CH:6][C:5]([S:8]([CH:11]2[CH2:16][CH2:15][NH:14][CH2:13][CH2:12]2)(=[O:10])=[O:9])=[CH:4][CH:3]=1.Cl[C:18]1[CH:23]=[CH:22][C:21]([C:24]([F:27])([F:26])[F:25])=[CH:20][N:19]=1.CCN(C(C)C)C(C)C. The catalyst is O1CCOCC1. The product is [Cl:1][C:2]1[CH:3]=[CH:4][C:5]([S:8]([CH:11]2[CH2:16][CH2:15][N:14]([C:18]3[CH:23]=[CH:22][C:21]([C:24]([F:27])([F:26])[F:25])=[CH:20][N:19]=3)[CH2:13][CH2:12]2)(=[O:9])=[O:10])=[CH:6][CH:7]=1. The yield is 0.730. (4) The reactants are [S:1]1[C:5]2[CH:6]=[C:7]([C:10](Cl)=[O:11])[CH:8]=[CH:9][C:4]=2[N:3]=[CH:2]1.[NH2:13][C:14]1[C:15]([C:20]([NH:22][CH2:23][CH:24]2[CH2:29][CH2:28][O:27][CH2:26][CH2:25]2)=[O:21])=[N:16][CH:17]=[CH:18][CH:19]=1. No catalyst specified. The product is [O:27]1[CH2:26][CH2:25][CH:24]([CH2:23][NH:22][C:20]([C:15]2[C:14]([NH:13][C:10]([C:7]3[CH:8]=[CH:9][C:4]4[N:3]=[CH:2][S:1][C:5]=4[CH:6]=3)=[O:11])=[CH:19][CH:18]=[CH:17][N:16]=2)=[O:21])[CH2:29][CH2:28]1. The yield is 0.129. (5) The reactants are C(OC([NH:8][CH:9]([C:11]1[CH:12]=[C:13]([CH:18]=[CH:19][CH:20]=1)[C:14]([O:16][CH3:17])=[O:15])[CH3:10])=O)(C)(C)C. The catalyst is FC(F)(F)C(O)=O.ClCCl. The product is [NH2:8][CH:9]([C:11]1[CH:12]=[C:13]([CH:18]=[CH:19][CH:20]=1)[C:14]([O:16][CH3:17])=[O:15])[CH3:10]. The yield is 1.00. (6) The reactants are [N+:1]([C:4]1[CH:5]=[C:6]([CH:22]=[CH:23][CH:24]=1)[CH2:7][CH2:8][N:9]1[CH2:14][CH2:13][N:12]([C:15]([O:17][C:18]([CH3:21])([CH3:20])[CH3:19])=[O:16])[CH2:11][CH2:10]1)([O-])=O.[H][H]. The catalyst is CO.[Pd].[OH-].[OH-].[Pd+2]. The product is [NH2:1][C:4]1[CH:5]=[C:6]([CH:22]=[CH:23][CH:24]=1)[CH2:7][CH2:8][N:9]1[CH2:10][CH2:11][N:12]([C:15]([O:17][C:18]([CH3:20])([CH3:21])[CH3:19])=[O:16])[CH2:13][CH2:14]1. The yield is 0.630. (7) The reactants are S(Cl)(Cl)=O.[C:5]([C@H:8]1[C:17]2[C:12](=[CH:13][CH:14]=[CH:15][CH:16]=2)[C:11](=[O:18])[N:10]([CH2:19][CH2:20][CH2:21][Cl:22])[C@H:9]1[C:23]1[CH:28]=[CH:27][C:26]([O:29][CH3:30])=[CH:25][CH:24]=1)(O)=[O:6].[Cl-].[Al+3].[Cl-].[Cl-]. The catalyst is C1C=CC=CC=1. The product is [Cl:22][CH2:21][CH2:20][CH2:19][N:10]1[C:9]2[C:23]3[CH:28]=[CH:27][C:26]([O:29][CH3:30])=[CH:25][C:24]=3[C:5](=[O:6])[C:8]=2[C:17]2[C:12](=[CH:13][CH:14]=[CH:15][CH:16]=2)[C:11]1=[O:18]. The yield is 0.170. (8) The reactants are [CH3:1][O:2][C:3]1[C:9]([CH2:10][CH2:11][N:12]2[CH2:17][CH2:16][N:15]([C:18]3[CH:27]=[CH:26][CH:25]=[C:24]4[C:19]=3[CH:20]=[CH:21][C:22]([CH3:28])=[N:23]4)[CH2:14][CH2:13]2)=[CH:8][CH:7]=[CH:6][C:4]=1[NH2:5].[C:29]([Cl:32])(=[O:31])[CH3:30]. No catalyst specified. The product is [ClH:32].[ClH:32].[CH3:1][O:2][C:3]1[C:9]([CH2:10][CH2:11][N:12]2[CH2:13][CH2:14][N:15]([C:18]3[CH:27]=[CH:26][CH:25]=[C:24]4[C:19]=3[CH:20]=[CH:21][C:22]([CH3:28])=[N:23]4)[CH2:16][CH2:17]2)=[CH:8][CH:7]=[CH:6][C:4]=1[NH:5][C:29](=[O:31])[CH3:30]. The yield is 0.420. (9) The reactants are [CH2:1]([C@@:5]1([CH2:29][CH3:30])[NH:11][C@H:10]([C:12]2[CH:17]=[CH:16][CH:15]=[CH:14][CH:13]=2)[C:9]2[CH:18]=[C:19]([N:24]([CH3:26])[CH3:25])[C:20]([O:22]C)=[CH:21][C:8]=2[S:7](=[O:28])(=[O:27])[CH2:6]1)[CH2:2][CH2:3][CH3:4].[Cl-].[Al+3].[Cl-].[Cl-]. The catalyst is C(Cl)Cl. The product is [CH2:1]([C@@:5]1([CH2:29][CH3:30])[NH:11][C@H:10]([C:12]2[CH:13]=[CH:14][CH:15]=[CH:16][CH:17]=2)[C:9]2[CH:18]=[C:19]([N:24]([CH3:26])[CH3:25])[C:20]([OH:22])=[CH:21][C:8]=2[S:7](=[O:27])(=[O:28])[CH2:6]1)[CH2:2][CH2:3][CH3:4]. The yield is 0.347. (10) The reactants are [NH2:1][C:2]1[N:3]=[C:4]([CH3:22])[C:5]2=[C:6]([CH2:8][C@H:9]([C:14]3[CH:19]=[CH:18][C:17]([F:20])=[CH:16][C:15]=3[Br:21])[NH:10]/[C:11]/2=[N:12]\[OH:13])[N:7]=1.C([O-])([O-])=O.[Cs+].[Cs+].Br[CH:30]1[CH2:34][CH2:33][O:32][C:31]1=[O:35]. The catalyst is CN(C=O)C. The product is [NH2:1][C:2]1[N:3]=[C:4]([CH3:22])[C:5]2=[C:6]([CH2:8][C@H:9]([C:14]3[CH:19]=[CH:18][C:17]([F:20])=[CH:16][C:15]=3[Br:21])[NH:10]/[C:11]/2=[N:12]\[O:13][CH:30]2[CH2:34][CH2:33][O:32][C:31]2=[O:35])[N:7]=1. The yield is 0.780.